The task is: Predict which catalyst facilitates the given reaction.. This data is from Catalyst prediction with 721,799 reactions and 888 catalyst types from USPTO. (1) Reactant: [S:1]1[CH:5]=[CH:4][CH:3]=[C:2]1[CH2:6][CH2:7][NH2:8].[Cl:9][C:10]1[CH:15]=[CH:14][C:13]([C:16]2([C:21](Cl)=[O:22])[CH2:20][CH2:19][CH2:18][CH2:17]2)=[CH:12][CH:11]=1.C(O)C(N)(CO)CO. Product: [S:1]1[CH:5]=[CH:4][CH:3]=[C:2]1[CH2:6][CH2:7][NH:8][C:21]([C:16]1([C:13]2[CH:12]=[CH:11][C:10]([Cl:9])=[CH:15][CH:14]=2)[CH2:17][CH2:18][CH2:19][CH2:20]1)=[O:22]. The catalyst class is: 2. (2) Product: [NH2:20][C:19]1[C:18]([N+:24]([O-:26])=[O:25])=[CH:17][C:16]([Cl:15])=[C:22]([N:8]2[CH2:12][CH2:11][CH:10]([C:13]#[N:14])[CH2:9]2)[CH:21]=1. The catalyst class is: 31. Reactant: C(=O)([O-])[O-].[K+].[K+].Cl.[NH:8]1[CH2:12][CH2:11][CH:10]([C:13]#[N:14])[CH2:9]1.[Cl:15][C:16]1[C:22](Cl)=[CH:21][C:19]([NH2:20])=[C:18]([N+:24]([O-:26])=[O:25])[CH:17]=1.